Dataset: Full USPTO retrosynthesis dataset with 1.9M reactions from patents (1976-2016). Task: Predict the reactants needed to synthesize the given product. (1) Given the product [CH3:44][O:43][C:34](=[O:42])[C:35]1[CH:41]=[CH:40][CH:39]=[CH:38][C:36]=1[O:37][CH2:49][CH2:45][N:7]1[CH2:31][CH2:32][CH2:33][CH2:28]1, predict the reactants needed to synthesize it. The reactants are: CC(OC(/[N:7]=N/C(OC(C)C)=O)=O)C.[C:32]1(P([C:28]2[CH:33]=[CH:32][CH:31]=CC=2)[C:32]2[CH:31]=CC=[CH:28][CH:33]=2)[CH:31]=CC=[CH:28][CH:33]=1.[C:34]([O:43][CH3:44])(=[O:42])[C:35]1[C:36](=[CH:38][CH:39]=[CH:40][CH:41]=1)[OH:37].[CH2:45]1[CH2:49]OCC1. (2) Given the product [Br:3][C:4]1[CH:5]=[C:6]([CH:9]=[CH:10][C:11]=1[CH:12]1[C:17]2[C:18](=[O:21])[CH2:19][CH2:20][C:16]=2[N:15]([C:22]2[CH:27]=[CH:26][CH:25]=[C:24]([C:28]([F:30])([F:31])[F:29])[CH:23]=2)[C:14](=[O:32])[N:13]1[CH3:33])[C:7]#[N:8], predict the reactants needed to synthesize it. The reactants are: CI.[Br:3][C:4]1[CH:5]=[C:6]([CH:9]=[CH:10][C:11]=1[CH:12]1[C:17]2[C:18](=[O:21])[CH2:19][CH2:20][C:16]=2[N:15]([C:22]2[CH:27]=[CH:26][CH:25]=[C:24]([C:28]([F:31])([F:30])[F:29])[CH:23]=2)[C:14](=[O:32])[NH:13]1)[C:7]#[N:8].[C:33](=O)([O-])[O-].[Cs+].[Cs+].O. (3) The reactants are: [Cl:1][C:2]1[CH:7]=[C:6]([CH3:8])[CH:5]=[CH:4][C:3]=1[NH:9][C:10](=[O:41])[CH2:11][C@@H:12]([C:24]1[C:28]([CH:29]2[CH2:31][CH2:30]2)=[C:27]([C:32]2[O:36][N:35]=[C:34]([CH2:37][CH:38]([CH3:40])[CH3:39])[CH:33]=2)[O:26][N:25]=1)[CH2:13][CH2:14][CH2:15][O:16]CC1C=CC=CC=1.B(Br)(Br)Br. Given the product [Cl:1][C:2]1[CH:7]=[C:6]([CH3:8])[CH:5]=[CH:4][C:3]=1[NH:9][C:10](=[O:41])[CH2:11][C@@H:12]([C:24]1[C:28]([CH:29]2[CH2:30][CH2:31]2)=[C:27]([C:32]2[O:36][N:35]=[C:34]([CH2:37][CH:38]([CH3:39])[CH3:40])[CH:33]=2)[O:26][N:25]=1)[CH2:13][CH2:14][CH2:15][OH:16], predict the reactants needed to synthesize it. (4) Given the product [NH2:23][C@H:18]1[C@@H:19]([F:22])[CH2:20][O:21][C@H:15]([C:14]2[N:13]([CH3:31])[N:12]=[CH:11][C:10]=2[NH:9][C:7]([C:5]2[N:6]=[C:2]([C:38]3[C:37]([F:42])=[CH:36][N:35]=[CH:34][C:33]=3[F:32])[S:3][CH:4]=2)=[O:8])[CH2:16][CH2:17]1, predict the reactants needed to synthesize it. The reactants are: Br[C:2]1[S:3][CH:4]=[C:5]([C:7]([NH:9][C:10]2[CH:11]=[N:12][N:13]([CH3:31])[C:14]=2[C@H:15]2[O:21][CH2:20][C@H:19]([F:22])[C@H:18]([NH:23]C(=O)OC(C)(C)C)[CH2:17][CH2:16]2)=[O:8])[N:6]=1.[F:32][C:33]1[CH:34]=[N:35][CH:36]=[C:37]([F:42])[C:38]=1B(O)O. (5) Given the product [CH3:1][C:2]1[CH:3]=[CH:4][C:5]([CH:8]=[CH:9][C:10]([O:12][CH3:13])=[O:11])=[CH:6][CH:7]=1, predict the reactants needed to synthesize it. The reactants are: [CH3:1][C:2]1[CH:7]=[CH:6][C:5]([CH:8]=[CH:9][C:10]([OH:12])=[O:11])=[CH:4][CH:3]=1.[CH3:13]I.O. (6) The reactants are: C([O:3][C:4]([C:6]1[CH:11]=[C:10]([O:12][C:13]2[CH:14]=[C:15]3[C:19](=[CH:20][CH:21]=2)[N:18]([C:22](=[O:34])[NH:23][C:24]2[CH:29]=[CH:28][CH:27]=[C:26]([C:30]([F:33])([F:32])[F:31])[CH:25]=2)[CH2:17][CH2:16]3)[N:9]=[CH:8][N:7]=1)=[O:5])C.[H-].C([Al+]CC(C)C)C(C)C. Given the product [F:32][C:30]([F:31])([F:33])[C:26]1[CH:25]=[C:24]([NH:23][C:22]([N:18]2[C:19]3[C:15](=[CH:14][C:13]([O:12][C:10]4[CH:11]=[C:6]([CH:4]([OH:5])[OH:3])[N:7]=[CH:8][N:9]=4)=[CH:21][CH:20]=3)[CH2:16][CH2:17]2)=[O:34])[CH:29]=[CH:28][CH:27]=1, predict the reactants needed to synthesize it. (7) The reactants are: [Br:1]Br.[F:3][C:4]([F:14])([F:13])[O:5][C:6]1[CH:11]=[CH:10][CH:9]=[CH:8][C:7]=1[OH:12]. Given the product [Br:1][C:10]1[CH:9]=[CH:8][C:7]([OH:12])=[C:6]([O:5][C:4]([F:13])([F:14])[F:3])[CH:11]=1, predict the reactants needed to synthesize it. (8) Given the product [ClH:1].[Cl:1][C:2]1[CH:3]=[C:4]([NH:17][C:18]2[C:19]3[C:26]4[CH:27]=[CH:28][C:29]([O:31][CH2:32][C@H:33]([OH:34])[CH2:37][OH:36])=[CH:30][C:25]=4[S:24][C:20]=3[N:21]=[CH:22][N:23]=2)[CH:5]=[CH:6][C:7]=1[O:8][CH2:9][C:10]1[CH:15]=[CH:14][CH:13]=[C:12]([F:16])[CH:11]=1, predict the reactants needed to synthesize it. The reactants are: [Cl:1][C:2]1[CH:3]=[C:4]([NH:17][C:18]2[C:19]3[C:26]4[CH:27]=[CH:28][C:29]([O:31][CH2:32][CH:33]5[CH2:37][O:36]C(C)(C)[O:34]5)=[CH:30][C:25]=4[S:24][C:20]=3[N:21]=[CH:22][N:23]=2)[CH:5]=[CH:6][C:7]=1[O:8][CH2:9][C:10]1[CH:15]=[CH:14][CH:13]=[C:12]([F:16])[CH:11]=1.Cl.C(N(CC)CC)C. (9) Given the product [CH3:1][O:2][CH2:3][C:4]1[CH:10]=[C:9]([NH2:11])[CH:8]=[CH:7][C:5]=1[NH2:6], predict the reactants needed to synthesize it. The reactants are: [CH3:1][O:2][CH2:3][C:4]1[CH:10]=[C:9]([N+:11]([O-])=O)[CH:8]=[CH:7][C:5]=1[NH2:6].[H][H].